The task is: Regression. Given two drug SMILES strings and cell line genomic features, predict the synergy score measuring deviation from expected non-interaction effect.. This data is from NCI-60 drug combinations with 297,098 pairs across 59 cell lines. (1) Synergy scores: CSS=8.17, Synergy_ZIP=-3.81, Synergy_Bliss=1.45, Synergy_Loewe=-14.9, Synergy_HSA=0.371. Drug 2: C(CN)CNCCSP(=O)(O)O. Drug 1: CN1CCC(CC1)COC2=C(C=C3C(=C2)N=CN=C3NC4=C(C=C(C=C4)Br)F)OC. Cell line: SN12C. (2) Drug 1: CS(=O)(=O)CCNCC1=CC=C(O1)C2=CC3=C(C=C2)N=CN=C3NC4=CC(=C(C=C4)OCC5=CC(=CC=C5)F)Cl. Drug 2: CCCCC(=O)OCC(=O)C1(CC(C2=C(C1)C(=C3C(=C2O)C(=O)C4=C(C3=O)C=CC=C4OC)O)OC5CC(C(C(O5)C)O)NC(=O)C(F)(F)F)O. Cell line: MALME-3M. Synergy scores: CSS=33.5, Synergy_ZIP=-0.667, Synergy_Bliss=1.37, Synergy_Loewe=-7.63, Synergy_HSA=2.75. (3) Drug 1: CCCS(=O)(=O)NC1=C(C(=C(C=C1)F)C(=O)C2=CNC3=C2C=C(C=N3)C4=CC=C(C=C4)Cl)F. Drug 2: CNC(=O)C1=CC=CC=C1SC2=CC3=C(C=C2)C(=NN3)C=CC4=CC=CC=N4. Cell line: EKVX. Synergy scores: CSS=4.04, Synergy_ZIP=-0.241, Synergy_Bliss=3.08, Synergy_Loewe=-2.31, Synergy_HSA=0.959.